This data is from Full USPTO retrosynthesis dataset with 1.9M reactions from patents (1976-2016). The task is: Predict the reactants needed to synthesize the given product. (1) The reactants are: [CH3:1][C@H:2]1[N:13]([CH3:14])[C:12](=[O:15])[C@H:11]([NH:16]C(=O)OC(C)(C)C)[CH2:10][CH:9]=[CH:8][CH2:7][CH2:6][C:5](=[O:24])[O:4][C@@H:3]1[C:25]1[CH:30]=[CH:29][CH:28]=[CH:27][CH:26]=1.FC(F)(F)C(O)=O. Given the product [NH2:16][C@@H:11]1[CH2:10][CH:9]=[CH:8][CH2:7][CH2:6][C:5](=[O:24])[O:4][C@H:3]([C:25]2[CH:30]=[CH:29][CH:28]=[CH:27][CH:26]=2)[C@@H:2]([CH3:1])[N:13]([CH3:14])[C:12]1=[O:15], predict the reactants needed to synthesize it. (2) Given the product [CH3:18][C:16]1([CH3:19])[C:15]2[C:10](=[CH:11][C:12]([NH:20][C:21](=[O:39])[C:22]3[CH:27]=[CH:26][CH:25]=[CH:24][C:23]=3[NH:28][C:29]3[CH:38]=[CH:37][C:36]4[C:31](=[CH:32][N:33]=[CH:34][CH:35]=4)[N:30]=3)=[CH:13][CH:14]=2)[CH2:9][NH:8][CH2:17]1, predict the reactants needed to synthesize it. The reactants are: C(OC([N:8]1[CH2:17][C:16]([CH3:19])([CH3:18])[C:15]2[C:10](=[CH:11][C:12]([NH:20][C:21](=[O:39])[C:22]3[CH:27]=[CH:26][CH:25]=[CH:24][C:23]=3[NH:28][C:29]3[CH:38]=[CH:37][C:36]4[C:31](=[CH:32][N:33]=[CH:34][CH:35]=4)[N:30]=3)=[CH:13][CH:14]=2)[CH2:9]1)=O)(C)(C)C.Cl. (3) Given the product [C:1]1([C:7]2[CH:23]=[CH:22][C:10]([O:11][C:12]3[CH:13]=[C:14]4[C:15](=[O:25])[O:32][C:29](=[O:31])[C:30]4=[CH:18][CH:19]=3)=[CH:9][CH:8]=2)[CH:6]=[CH:5][CH:4]=[CH:3][CH:2]=1, predict the reactants needed to synthesize it. The reactants are: [C:1]1([C:7]2[CH:23]=[CH:22][C:10]([O:11][C:12]3[CH:13]=[C:14](C#N)[C:15](=[CH:18][CH:19]=3)C#N)=[CH:9][CH:8]=2)[CH:6]=[CH:5][CH:4]=[CH:3][CH:2]=1.S(=O)(=O)(O)[OH:25].[C:29]([OH:32])(=[O:31])[CH3:30]. (4) Given the product [F:1][C:2]1[CH:15]=[C:14]([CH:13]=[C:4]([CH2:5][N:6]2[CH2:11][CH2:10][N:9]([CH3:12])[CH2:8][CH2:7]2)[CH:3]=1)[NH2:16], predict the reactants needed to synthesize it. The reactants are: [F:1][C:2]1[CH:3]=[C:4]([CH:13]=[C:14]([N+:16]([O-])=O)[CH:15]=1)[CH2:5][N:6]1[CH2:11][CH2:10][N:9]([CH3:12])[CH2:8][CH2:7]1. (5) Given the product [C:20]([C:21]1[CH:28]=[CH:27][C:24]([CH2:25][NH:26][C:13](=[O:15])[CH:12]([C:7]2[CH:8]=[C:9]3[C:4](=[CH:5][CH:6]=2)[O:3][C:2]([CH3:1])([CH3:18])[CH2:11][CH2:10]3)[O:16][CH3:17])=[CH:23][CH:22]=1)#[N:19], predict the reactants needed to synthesize it. The reactants are: [CH3:1][C:2]1([CH3:18])[CH2:11][CH2:10][C:9]2[C:4](=[CH:5][CH:6]=[C:7]([CH:12]([O:16][CH3:17])[C:13]([OH:15])=O)[CH:8]=2)[O:3]1.[NH2:19][CH2:20][C:21]1[CH:28]=[CH:27][C:24]([C:25]#[N:26])=[CH:23][CH:22]=1. (6) Given the product [C:28]([O:27][C:25]([N:22]1[CH2:21][CH:20]=[C:19]([C:2]2[CH:7]=[C:6]([F:8])[CH:5]=[CH:4][C:3]=2[O:9][CH3:10])[CH2:24][CH2:23]1)=[O:26])([CH3:31])([CH3:29])[CH3:30], predict the reactants needed to synthesize it. The reactants are: Br[C:2]1[CH:7]=[C:6]([F:8])[CH:5]=[CH:4][C:3]=1[O:9][CH3:10].CC1(C)C(C)(C)OB([C:19]2[CH2:20][CH2:21][N:22]([C:25]([O:27][C:28]([CH3:31])([CH3:30])[CH3:29])=[O:26])[CH2:23][CH:24]=2)O1. (7) Given the product [CH:2]1([NH:8][C:9]2[N:17]=[C:16]([NH:18][C:19]3[CH:24]=[CH:23][C:22]([N:25]4[CH2:26][CH2:27][N:28]([S:42]([N:35]5[CH2:36][CH2:38][O:51][CH2:33][CH2:34]5)(=[O:44])=[O:43])[CH2:29][CH2:30]4)=[CH:21][C:20]=3[O:31][CH3:32])[N:15]=[C:14]3[C:10]=2[N:11]=[CH:12][NH:13]3)[CH2:3][CH2:4][CH2:5][CH2:6][CH2:7]1, predict the reactants needed to synthesize it. The reactants are: Cl.[CH:2]1([NH:8][C:9]2[N:17]=[C:16]([NH:18][C:19]3[CH:24]=[CH:23][C:22]([N:25]4[CH2:30][CH2:29][NH:28][CH2:27][CH2:26]4)=[CH:21][C:20]=3[O:31][CH3:32])[N:15]=[C:14]3[C:10]=2[N:11]=[CH:12][NH:13]3)[CH2:7][CH2:6][CH2:5][CH2:4][CH2:3]1.[CH3:33][CH2:34][N:35](C(C)C)[CH:36]([CH3:38])C.[S:42](Cl)(Cl)(=[O:44])=[O:43].CN(C=[O:51])C.